Dataset: Reaction yield outcomes from USPTO patents with 853,638 reactions. Task: Predict the reaction yield, written as a fraction of the theoretical maximum amount of product (1.0 means a 100% yield; for example, 0.34 means a 34% yield). (1) The reactants are CC(O[C:6]([N:8]1[CH2:13][CH2:12][CH:11]([C:14]([OH:16])=O)[CH2:10][CH2:9]1)=O)(C)C.[F:17][C:18]([F:28])([F:27])[C:19]1[CH:24]=[CH:23][CH:22]=[CH:21][C:20]=1[CH2:25][NH2:26].C[CH2:30][N:31]=[C:32]=NCCCN(C)C.C1[CH:41]=[CH:42][C:43]2N(O)N=[N:46][C:44]=2C=1.C([N:53](C(C)C)CC)(C)C. The catalyst is C(Cl)Cl.CN(C=O)C. The product is [CH3:30][N:31]([CH3:32])[C:44]1[CH:43]=[C:42]([CH3:41])[N:53]=[C:6]([N:8]2[CH2:9][CH2:10][CH:11]([C:14]([NH:26][CH2:25][C:20]3[CH:21]=[CH:22][CH:23]=[CH:24][C:19]=3[C:18]([F:27])([F:28])[F:17])=[O:16])[CH2:12][CH2:13]2)[N:46]=1. The yield is 0.870. (2) The reactants are C([Li])CCC.C1(C)C=CC=CC=1.Br[C:14]1[CH:19]=[C:18]([CH3:20])[C:17]([CH:21]([C:29]2[C:34]([F:35])=[CH:33][CH:32]=[C:31]([F:36])[C:30]=2[F:37])[S:22][CH2:23][CH2:24][C:25]([F:28])([F:27])[F:26])=[CH:16][N:15]=1.CN(C)[CH:40]=[O:41]. The catalyst is O. The product is [CH3:20][C:18]1[C:17]([CH:21]([C:29]2[C:34]([F:35])=[CH:33][CH:32]=[C:31]([F:36])[C:30]=2[F:37])[S:22][CH2:23][CH2:24][C:25]([F:28])([F:27])[F:26])=[CH:16][N:15]=[C:14]([CH:40]=[O:41])[CH:19]=1. The yield is 0.600. (3) The reactants are [C:1]([O:5][C:6](=[O:19])[NH:7][CH:8]1[CH2:17][C:16]2[C:11](=[CH:12][CH:13]=[C:14]([Br:18])[CH:15]=2)[NH:10][CH2:9]1)([CH3:4])([CH3:3])[CH3:2].[CH:20](=O)[C:21]1[CH:26]=[CH:25][CH:24]=[CH:23][CH:22]=1.[BH-](OC(C)=O)(OC(C)=O)OC(C)=O.[Na+].CC(O)=O. The catalyst is ClCCCl. The product is [C:1]([O:5][C:6](=[O:19])[NH:7][CH:8]1[CH2:17][C:16]2[C:11](=[CH:12][CH:13]=[C:14]([Br:18])[CH:15]=2)[N:10]([CH2:20][C:21]2[CH:26]=[CH:25][CH:24]=[CH:23][CH:22]=2)[CH2:9]1)([CH3:4])([CH3:2])[CH3:3]. The yield is 0.810.